This data is from Catalyst prediction with 721,799 reactions and 888 catalyst types from USPTO. The task is: Predict which catalyst facilitates the given reaction. (1) Reactant: C(OC(=O)[NH:7][CH2:8][C@@H:9]1[CH2:11][C@H:10]1[C:12]1[CH:17]=[CH:16][CH:15]=[CH:14][C:13]=1[NH:18][C:19]([NH:21][C:22]1[CH:27]=[CH:26][C:25]([Cl:28])=[CH:24][CH:23]=1)=[O:20])(C)(C)C.C(O)(C(F)(F)F)=O.Cl.CCOCC. Product: [ClH:28].[NH2:7][CH2:8][C@@H:9]1[CH2:11][C@H:10]1[C:12]1[CH:17]=[CH:16][CH:15]=[CH:14][C:13]=1[NH:18][C:19]([NH:21][C:22]1[CH:27]=[CH:26][C:25]([Cl:28])=[CH:24][CH:23]=1)=[O:20]. The catalyst class is: 2. (2) Reactant: [CH3:1][N:2]1[CH:6]=[C:5]([CH2:7][C:8]2[C:9](=[O:18])[N:10]=[C:11]([NH:14][N+]([O-])=O)[NH:12][CH:13]=2)[CH:4]=[N:3]1.[Cl:19][C:20]1[CH:25]=[CH:24][C:23]([O:26][C:27]2[CH:32]=[CH:31][C:30]([CH2:33][CH2:34]N)=[CH:29][CH:28]=2)=[CH:22][C:21]=1[C:36]([F:39])([F:38])[F:37].[Cl:19][C:20]1[CH:25]=[CH:24][C:23]([O:26][C:27]2[CH:28]=[CH:29][C:30]([CH2:33][CH2:34]N)=[CH:31][CH:32]=2)=[CH:22][C:21]=1[C:36]([F:37])([F:38])[F:39]. Product: [Cl:19][C:20]1[CH:25]=[CH:24][C:23]([O:26][C:27]2[CH:28]=[CH:29][C:30]([CH2:33][CH2:34][NH:14][C:11]3[NH:12][CH:13]=[C:8]([CH2:7][C:5]4[CH:4]=[N:3][N:2]([CH3:1])[CH:6]=4)[C:9](=[O:18])[N:10]=3)=[CH:31][CH:32]=2)=[CH:22][C:21]=1[C:36]([F:37])([F:38])[F:39]. The catalyst class is: 8. (3) Reactant: [Cl:1][C:2]1[C:3]([F:31])=[C:4]([CH:8]2[C:12]([C:15]3[CH:20]=[CH:19][C:18]([Cl:21])=[CH:17][C:16]=3[F:22])([C:13]#[N:14])[CH:11]([CH2:23][C:24]([CH3:27])([CH3:26])[CH3:25])[NH:10][CH:9]2[C:28](O)=[O:29])[CH:5]=[CH:6][CH:7]=1.Cl.[CH3:33][O:34][C:35]([C:37]1([NH2:40])[CH2:39][CH2:38]1)=[O:36].CN(C(ON1N=NC2C=CC=NC1=2)=[N+](C)C)C.F[P-](F)(F)(F)(F)F.CCN(C(C)C)C(C)C. Product: [CH3:33][O:34][C:35]([C:37]1([NH:40][C:28]([C@H:9]2[C@H:8]([C:4]3[CH:5]=[CH:6][CH:7]=[C:2]([Cl:1])[C:3]=3[F:31])[C@:12]([C:15]3[CH:20]=[CH:19][C:18]([Cl:21])=[CH:17][C:16]=3[F:22])([C:13]#[N:14])[C@H:11]([CH2:23][C:24]([CH3:27])([CH3:26])[CH3:25])[NH:10]2)=[O:29])[CH2:39][CH2:38]1)=[O:36]. The catalyst class is: 2. (4) Product: [CH:17]1([C:2]2[CH:16]=[CH:15][C:5]([O:6][C:7]3[N:12]=[CH:11][C:10]([CH:13]=[O:14])=[CH:9][CH:8]=3)=[CH:4][CH:3]=2)[CH2:19][CH2:18]1. The catalyst class is: 103. Reactant: Br[C:2]1[CH:16]=[CH:15][C:5]([O:6][C:7]2[N:12]=[CH:11][C:10]([CH:13]=[O:14])=[CH:9][CH:8]=2)=[CH:4][CH:3]=1.[CH:17]1(B2OC(C)(C)C(C)(C)O2)[CH2:19][CH2:18]1.C(=O)([O-])[O-].[Cs+].[Cs+].C1(C)C=CC=CC=1. (5) Reactant: [Br:1][C:2]1[C:3]([C@@H:16]([NH:26]C(=O)OC(C)(C)C)[CH2:17][C:18]2[CH:23]=[C:22]([F:24])[CH:21]=[C:20]([F:25])[CH:19]=2)=[N:4][C:5]([Br:15])=[C:6]([NH:8][C:9](=[O:14])[C:10]([F:13])([F:12])[F:11])[CH:7]=1.[C:34]([OH:40])([C:36]([F:39])([F:38])[F:37])=[O:35].C(Cl)Cl. Product: [NH2:26][C@H:16]([C:3]1[N:4]=[C:5]([Br:15])[C:6]([NH:8][C:9](=[O:14])[C:10]([F:11])([F:13])[F:12])=[CH:7][C:2]=1[Br:1])[CH2:17][C:18]1[CH:19]=[C:20]([F:25])[CH:21]=[C:22]([F:24])[CH:23]=1.[C:34]([OH:40])([C:36]([F:39])([F:38])[F:37])=[O:35]. The catalyst class is: 2. (6) The catalyst class is: 233. Product: [Br:8][C:6]1[CH:5]=[N:4][CH:3]=[C:2]([C:11]2[CH:12]=[CH:13][CH:14]=[CH:15][C:10]=2[F:9])[CH:7]=1. Reactant: Br[C:2]1[CH:3]=[N:4][CH:5]=[C:6]([Br:8])[CH:7]=1.[F:9][C:10]1[CH:15]=[CH:14][CH:13]=[CH:12][C:11]=1B(O)O.C([O-])([O-])=O.[Na+].[Na+].